This data is from TCR-epitope binding with 47,182 pairs between 192 epitopes and 23,139 TCRs. The task is: Binary Classification. Given a T-cell receptor sequence (or CDR3 region) and an epitope sequence, predict whether binding occurs between them. (1) The epitope is GVAMPNLYK. The TCR CDR3 sequence is CASSGSGAFYEQYF. Result: 0 (the TCR does not bind to the epitope). (2) The epitope is NLDSKVGGNY. The TCR CDR3 sequence is CASSTNNEQFF. Result: 0 (the TCR does not bind to the epitope). (3) The epitope is FLRGRAYGL. The TCR CDR3 sequence is CASSGGVSGQETQYF. Result: 0 (the TCR does not bind to the epitope). (4) The epitope is EHPTFTSQYRIQGKL. The TCR CDR3 sequence is CASSYSENTEAFF. Result: 0 (the TCR does not bind to the epitope).